From a dataset of Forward reaction prediction with 1.9M reactions from USPTO patents (1976-2016). Predict the product of the given reaction. (1) The product is: [F:39][C:2]([F:1])([F:38])[C:3]1[CH:33]=[CH:32][C:31]([C:34]([F:35])([F:37])[F:36])=[CH:30][C:4]=1[CH2:5][N:6]1[CH2:11][CH2:10][CH2:9][C@@H:8]([CH:12]([CH2:17][CH2:18][CH3:19])[C:13]([OH:15])=[O:14])[C@@H:7]1[C:20]1[CH:21]=[CH:22][C:23]([C:26]([F:27])([F:28])[F:29])=[CH:24][CH:25]=1. Given the reactants [F:1][C:2]([F:39])([F:38])[C:3]1[CH:33]=[CH:32][C:31]([C:34]([F:37])([F:36])[F:35])=[CH:30][C:4]=1[CH2:5][N:6]1[CH2:11][CH2:10][CH2:9][C@@H:8]([CH:12]([CH2:17][CH2:18][CH3:19])[C:13]([O:15]C)=[O:14])[C@@H:7]1[C:20]1[CH:25]=[CH:24][C:23]([C:26]([F:29])([F:28])[F:27])=[CH:22][CH:21]=1.[Li+].[OH-].O1CCOCC1, predict the reaction product. (2) Given the reactants C(OC([NH:8][CH2:9][C@H:10]1[CH2:15][CH2:14][C@H:13]([C:16]([NH:18][C@H:19]([C:49](=[O:61])[NH:50][C:51]2[CH:59]=[C:58]3[C:54]([C:55](=[O:60])[NH:56][NH:57]3)=[CH:53][CH:52]=2)[CH2:20][C:21]2[CH:26]=[CH:25][C:24]([C:27]3[CH:32]=[CH:31][C:30]([C:33]([NH:35][C@H:36]4[CH2:40][CH2:39][N:38](C(OC(C)(C)C)=O)[CH2:37]4)=[O:34])=[CH:29][C:28]=3[CH3:48])=[CH:23][CH:22]=2)=[O:17])[CH2:12][CH2:11]1)=O)(C)(C)C.[ClH:62], predict the reaction product. The product is: [ClH:62].[NH2:8][CH2:9][C@H:10]1[CH2:15][CH2:14][C@H:13]([C:16]([NH:18][C@H:19]([C:49](=[O:61])[NH:50][C:51]2[CH:59]=[C:58]3[C:54]([C:55](=[O:60])[NH:56][NH:57]3)=[CH:53][CH:52]=2)[CH2:20][C:21]2[CH:26]=[CH:25][C:24]([C:27]3[CH:32]=[CH:31][C:30]([C:33]([NH:35][C@H:36]4[CH2:40][CH2:39][NH:38][CH2:37]4)=[O:34])=[CH:29][C:28]=3[CH3:48])=[CH:23][CH:22]=2)=[O:17])[CH2:12][CH2:11]1. (3) Given the reactants [CH3:1][O:2][C:3]1[C:8]2[O:9][C:10]([C:12]([NH:14][NH:15][C:16](=[O:23])[C:17]3[CH:22]=[CH:21][CH:20]=[CH:19][CH:18]=3)=O)=[CH:11][C:7]=2[CH:6]=[CH:5][CH:4]=1, predict the reaction product. The product is: [CH3:1][O:2][C:3]1[C:8]2[O:9][C:10]([C:12]3[O:23][C:16]([C:17]4[CH:18]=[CH:19][CH:20]=[CH:21][CH:22]=4)=[N:15][N:14]=3)=[CH:11][C:7]=2[CH:6]=[CH:5][CH:4]=1.